Dataset: Catalyst prediction with 721,799 reactions and 888 catalyst types from USPTO. Task: Predict which catalyst facilitates the given reaction. (1) Reactant: [F:1][C:2]1[CH:7]=[C:6]([F:8])[CH:5]=[CH:4][C:3]=1[C:9]1[CH:14]=[C:13]([N:15]2[C:19]3=[N:20][CH:21]=[C:22]([C:24]4[CH:25]=[N:26][N:27]([CH3:29])[CH:28]=4)[CH:23]=[C:18]3[N:17]=[CH:16]2)[CH:12]=[C:11]([NH:30]C(=O)C)[CH:10]=1.[OH-].[Na+]. Product: [F:1][C:2]1[CH:7]=[C:6]([F:8])[CH:5]=[CH:4][C:3]=1[C:9]1[CH:14]=[C:13]([N:15]2[C:19]3=[N:20][CH:21]=[C:22]([C:24]4[CH:25]=[N:26][N:27]([CH3:29])[CH:28]=4)[CH:23]=[C:18]3[N:17]=[CH:16]2)[CH:12]=[C:11]([NH2:30])[CH:10]=1. The catalyst class is: 8. (2) Reactant: C(OC([NH:8][CH2:9][C:10]([NH:12][CH2:13][CH2:14][CH2:15][C@H:16]([N:33]([CH3:46])[C:34]([NH:36][CH2:37][C:38]1[CH:43]=[CH:42][CH:41]=[C:40]([F:44])[C:39]=1[Cl:45])=[O:35])[CH2:17][O:18][C:19](=[O:32])[NH:20][C:21]1[N:22]=[CH:23][C:24]2[C:29]([CH:30]=1)=[CH:28][C:27]([F:31])=[CH:26][CH:25]=2)=[O:11])=O)(C)(C)C.C(O)(C(F)(F)F)=O. Product: [F:31][C:27]1[CH:28]=[C:29]2[C:24](=[CH:25][CH:26]=1)[CH:23]=[N:22][C:21]([NH:20][C:19](=[O:32])[O:18][CH2:17][C@@H:16]([N:33]([CH3:46])[C:34]([NH:36][CH2:37][C:38]1[CH:43]=[CH:42][CH:41]=[C:40]([F:44])[C:39]=1[Cl:45])=[O:35])[CH2:15][CH2:14][CH2:13][NH:12][C:10](=[O:11])[CH2:9][NH2:8])=[CH:30]2. The catalyst class is: 2. (3) Reactant: C([O:5][C:6]1[CH:13]=[CH:12][C:9]([CH:10]=[CH2:11])=[CH:8][CH:7]=1)(C)(C)C.[C:14]([O:18][CH:19]1[CH2:24][CH2:23][CH2:22][CH2:21][CH2:20]1)(=[O:17])[CH:15]=[CH2:16].Cl. Product: [OH:5][C:6]1[CH:13]=[CH:12][C:9]([CH:10]=[CH2:11])=[CH:8][CH:7]=1.[C:14]([O:18][CH:19]1[CH2:24][CH2:23][CH2:22][CH2:21][CH2:20]1)(=[O:17])[CH:15]=[CH2:16]. The catalyst class is: 252. (4) Reactant: [CH3:1][O:2][C:3]1[CH:12]=[C:11]([O:13][CH3:14])[CH:10]=[CH:9][C:4]=1[CH2:5][N:6]=[C:7]=[O:8].[N+:15](=[C:17]1[N:21]=[CH:20][N:19]=[C:18]1[C:22]([NH2:24])=[O:23])=[N-:16]. Product: [CH3:1][O:2][C:3]1[CH:12]=[C:11]([O:13][CH3:14])[CH:10]=[CH:9][C:4]=1[CH2:5][N:6]1[C:7](=[O:8])[N:21]2[CH:20]=[N:19][C:18]([C:22]([NH2:24])=[O:23])=[C:17]2[N:15]=[N:16]1. The catalyst class is: 16. (5) Reactant: [CH3:1][O:2][C:3]1[C:10](C(O)=O)=[C:6]2[S:7][CH:8]=[CH:9][N:5]2[N:4]=1.C([N:16]([CH2:19]C)CC)C.C1(P(N=[N+]=[N-])(C2C=CC=CC=2)=[O:28])C=CC=CC=1.[C:38]([OH:42])([CH3:41])([CH3:40])[CH3:39]. Product: [CH3:1][O:2][C:3]1[C:10]([NH:16][C:19](=[O:28])[O:42][C:38]([CH3:41])([CH3:40])[CH3:39])=[C:6]2[S:7][CH:8]=[CH:9][N:5]2[N:4]=1. The catalyst class is: 12.